Predict the reaction yield, written as a fraction of the theoretical maximum amount of product (1.0 means a 100% yield; for example, 0.34 means a 34% yield). From a dataset of Reaction yield outcomes from USPTO patents with 853,638 reactions. (1) The reactants are [N+](=C)=[N-].[CH:4](=[C:11]1[NH:15][C:14](=[O:16])[C:13]([N+:17]([O-:19])=[O:18])=[C:12]1O)[C:5]1[CH:10]=[CH:9][CH:8]=[CH:7][CH:6]=1.[CH2:21]([NH2:28])[C:22]1[CH:27]=[CH:26][CH:25]=[CH:24][CH:23]=1. The catalyst is CCOCC.CO. The product is [CH2:21]([NH:28][C:12]1[C:11](=[CH:4][C:5]2[CH:10]=[CH:9][CH:8]=[CH:7][CH:6]=2)[NH:15][C:14](=[O:16])[C:13]=1[N+:17]([O-:19])=[O:18])[C:22]1[CH:27]=[CH:26][CH:25]=[CH:24][CH:23]=1. The yield is 0.600. (2) The reactants are [C:1]([OH:8])(=[O:7])[CH2:2][CH2:3][C:4]([OH:6])=[O:5].F[C:10]1[CH:11]=[CH:12][C:13]2[NH:19][C:18]3[CH:20]=[CH:21][C:22]([C:24]([F:27])([F:26])[F:25])=[CH:23][C:17]=3[C:16]([N:28]3[CH2:33][CH2:32][N:31]([CH3:34])[C@@H:30]([CH2:35][CH2:36][O:37][CH3:38])[CH2:29]3)=[N:15][C:14]=2[CH:39]=1.[Cl:40]C1C=CC2NC3C=CC(C(F)(F)F)=CC=3C(N3CCN[C@@H](CCOC)C3)=NC=2C=1. No catalyst specified. The product is [C:1]([OH:8])(=[O:7])[CH2:2][CH2:3][C:4]([OH:6])=[O:5].[Cl:40][C:10]1[CH:11]=[CH:12][C:13]2[NH:19][C:18]3[CH:20]=[CH:21][C:22]([C:24]([F:27])([F:26])[F:25])=[CH:23][C:17]=3[C:16]([N:28]3[CH2:33][CH2:32][N:31]([CH3:34])[C@@H:30]([CH2:35][CH2:36][O:37][CH3:38])[CH2:29]3)=[N:15][C:14]=2[CH:39]=1. The yield is 1.00. (3) The reactants are [Cl:1][CH2:2][C:3]([C:5]1[CH:10]=[CH:9][C:8]([CH2:11][CH2:12][NH:13][C:14](=[O:16])[CH3:15])=[CH:7][CH:6]=1)=O.[NH2:17][C:18]([NH2:20])=[S:19]. The catalyst is C(O)C. The product is [ClH:1].[NH2:20][C:18]1[S:19][CH:2]=[C:3]([C:5]2[CH:10]=[CH:9][C:8]([CH2:11][CH2:12][NH:13][C:14](=[O:16])[CH3:15])=[CH:7][CH:6]=2)[N:17]=1. The yield is 0.904.